From a dataset of Full USPTO retrosynthesis dataset with 1.9M reactions from patents (1976-2016). Predict the reactants needed to synthesize the given product. The reactants are: C(N(C(C)C)CC)(C)C.Br[CH2:11][C:12]([C:14]1[C:15]([CH3:23])=[C:16]([C:19]([F:22])=[CH:20][CH:21]=1)[C:17]#[N:18])=[O:13].[C:24]([N:31]1[CH2:36][CH2:35][NH:34][C@@H:33]([CH2:37][OH:38])[CH2:32]1)([O:26][C:27]([CH3:30])([CH3:29])[CH3:28])=[O:25]. Given the product [C:27]([O:26][C:24]([N:31]1[CH2:36][CH2:35][N:34]2[C@@H:33]([CH2:37][O:38][C@:12]([C:14]3[CH:21]=[CH:20][C:19]([F:22])=[C:16]([C:17]#[N:18])[C:15]=3[CH3:23])([OH:13])[CH2:11]2)[CH2:32]1)=[O:25])([CH3:30])([CH3:29])[CH3:28], predict the reactants needed to synthesize it.